Predict which catalyst facilitates the given reaction. From a dataset of Catalyst prediction with 721,799 reactions and 888 catalyst types from USPTO. (1) Reactant: [Br:1][C:2]1[CH:7]=[CH:6][C:5](/[C:8](=[CH:15]\[C:16]2[CH:17]=[N:18][CH:19]=[CH:20][CH:21]=2)/[C:9](=[O:14])[C:10]([F:13])([F:12])[F:11])=[CH:4][CH:3]=1.Cl.[NH2:23][OH:24].C([O-])(=O)C.[Na+]. Product: [Br:1][C:2]1[CH:3]=[CH:4][C:5]([CH:8]([CH:15]([NH:23][OH:24])[C:16]2[CH:17]=[N:18][CH:19]=[CH:20][CH:21]=2)[C:9](=[O:14])[C:10]([F:12])([F:13])[F:11])=[CH:6][CH:7]=1. The catalyst class is: 8. (2) Reactant: [Li+].CC([N-]C(C)C)C.C1COCC1.CCCCCCC.[CH2:21]([C:23]1[CH:28]=CC=C[CH:24]=1)C.[CH3:29][O:30][C:31](=[O:55])[CH2:32][C:33]1[CH:38]=[C:37]([O:39][CH2:40][C:41]2[CH:46]=[CH:45][CH:44]=[CH:43][CH:42]=2)[CH:36]=[C:35]([O:47][CH2:48][C:49]2[CH:54]=[CH:53][CH:52]=[CH:51][CH:50]=2)[CH:34]=1.BrCC(C)=C. Product: [CH3:29][O:30][C:31](=[O:55])[CH:32]([C:33]1[CH:34]=[C:35]([O:47][CH2:48][C:49]2[CH:54]=[CH:53][CH:52]=[CH:51][CH:50]=2)[CH:36]=[C:37]([O:39][CH2:40][C:41]2[CH:46]=[CH:45][CH:44]=[CH:43][CH:42]=2)[CH:38]=1)[CH2:24][C:23]([CH3:28])=[CH2:21]. The catalyst class is: 1. (3) Reactant: Cl.[NH:2]1[CH2:5][CH:4]([C:6](=[O:8])[CH3:7])[CH2:3]1.CCN=C=NCCCN(C)C.C1C=CC2N(O)N=NC=2C=1.C(N(C(C)C)CC)(C)C.Cl.[CH3:40][N:41]1[CH2:46][CH2:45][C:44]2([CH2:55][C:54]3[C:49](=[N:50][CH:51]=[C:52](/[CH:56]=[CH:57]/[C:58](O)=[O:59])[CH:53]=3)[NH:48][C:47]2=[O:61])[CH2:43][CH2:42]1. Product: [C:6]([CH:4]1[CH2:5][N:2]([C:58](=[O:59])/[CH:57]=[CH:56]/[C:52]2[CH:53]=[C:54]3[C:49](=[N:50][CH:51]=2)[NH:48][C:47](=[O:61])[C:44]2([CH2:45][CH2:46][N:41]([CH3:40])[CH2:42][CH2:43]2)[CH2:55]3)[CH2:3]1)(=[O:8])[CH3:7]. The catalyst class is: 9. (4) Reactant: [Cl:1][C:2]1[CH:3]=[C:4]2[C:13](=[CH:14][CH:15]=1)[C:12]([CH:16](C(OCC)=O)C(OCC)=O)=[C:11]1[C:6]([CH:7]=[CH:8][C:9]([O:27][CH3:28])=[CH:10]1)=[N:5]2. Product: [Cl:1][C:2]1[CH:3]=[C:4]2[C:13](=[CH:14][CH:15]=1)[C:12]([CH3:16])=[C:11]1[C:6]([CH:7]=[CH:8][C:9]([O:27][CH3:28])=[CH:10]1)=[N:5]2. The catalyst class is: 223. (5) Reactant: [NH2:1][C:2]1[CH:7]=[CH:6][C:5]([N:8]2[CH:13]=[CH:12][C:11](=[O:14])[CH2:10][CH2:9]2)=[C:4]([F:15])[CH:3]=1.N1C=CC=CC=1.Cl[C:23]([O:25][CH2:26][CH:27]([CH3:29])[CH3:28])=[O:24].C(OCC)(=O)C. Product: [F:15][C:4]1[CH:3]=[C:2]([NH:1][C:23](=[O:24])[O:25][CH2:26][CH:27]([CH3:29])[CH3:28])[CH:7]=[CH:6][C:5]=1[N:8]1[CH:9]=[CH:10][C:11](=[O:14])[CH2:12][CH2:13]1. The catalyst class is: 4. (6) Reactant: [C:1]([C:4]1[CH:5]=[CH:6][C:7]([Cl:33])=[C:8]([C:10]2[CH:15]=[CH:14][CH:13]=[C:12]([NH:16][C:17]([C@@H:19]3[CH2:23][C@@H:22]([F:24])[CH2:21][N:20]3C(OC(C)(C)C)=O)=[O:18])[C:11]=2[F:32])[CH:9]=1)(=[O:3])[CH3:2].[C:34]([OH:40])([C:36]([F:39])([F:38])[F:37])=[O:35]. Product: [OH:40][C:34]([C:36]([F:39])([F:38])[F:37])=[O:35].[C:1]([C:4]1[CH:5]=[CH:6][C:7]([Cl:33])=[C:8]([C:10]2[CH:15]=[CH:14][CH:13]=[C:12]([NH:16][C:17]([C@@H:19]3[CH2:23][C@@H:22]([F:24])[CH2:21][NH:20]3)=[O:18])[C:11]=2[F:32])[CH:9]=1)(=[O:3])[CH3:2]. The catalyst class is: 2. (7) Reactant: Br[C:2]1[C:7]([CH3:8])=[CH:6][C:5]([N+:9]([O-:11])=[O:10])=[CH:4][N:3]=1.C(=O)([O-])[O-].[Cs+].[Cs+].[C:18]([O:22][C:23]([N:25]1[CH2:30][CH:29]=[C:28](B2OC(C)(C)C(C)(C)O2)[CH2:27][CH2:26]1)=[O:24])([CH3:21])([CH3:20])[CH3:19]. Product: [C:18]([O:22][C:23]([N:25]1[CH2:26][CH:27]=[C:28]([C:2]2[C:7]([CH3:8])=[CH:6][C:5]([N+:9]([O-:11])=[O:10])=[CH:4][N:3]=2)[CH2:29][CH2:30]1)=[O:24])([CH3:21])([CH3:19])[CH3:20]. The catalyst class is: 38. (8) The catalyst class is: 3. Product: [CH3:32][O:36][N:37]([CH3:38])[C:11]([C:4]1[N:3]([C:14]2[CH:15]=[CH:16][CH:17]=[CH:18][CH:19]=2)[C:2](=[O:1])[N:7]2[CH:8]=[CH:9][CH:10]=[C:6]2[CH:5]=1)=[O:12]. Reactant: [O:1]=[C:2]1[N:7]2[CH:8]=[CH:9][CH:10]=[C:6]2[CH:5]=[C:4]([C:11](O)=[O:12])[N:3]1[C:14]1[CH:19]=[CH:18][CH:17]=[CH:16][CH:15]=1.CCN(C(C)C)C(C)C.CN([C:32]([O:36][N:37]1N=NC2C=CC=C[C:38]1=2)=[N+](C)C)C.F[P-](F)(F)(F)(F)F.Cl.CNOC. (9) Reactant: O.Cl.[NH:3]1[CH2:8][CH2:7][C:6](=[O:9])[CH2:5][CH2:4]1.C(N(CC)CC)C.[F:17][C:18]([F:29])([F:28])[C:19](O[C:19](=[O:20])[C:18]([F:29])([F:28])[F:17])=[O:20].CO. Product: [F:17][C:18]([F:29])([F:28])[C:19]([N:3]1[CH2:8][CH2:7][C:6](=[O:9])[CH2:5][CH2:4]1)=[O:20]. The catalyst class is: 4. (10) Reactant: [C:1]1(=[N:10]/[P:11]([C:19]2[CH:24]=[CH:23][CH:22]=[CH:21][CH:20]=2)([C:13]2[CH:18]=[CH:17][CH:16]=[CH:15][CH:14]=2)=[O:12])/[CH2:2][CH2:3][C:4]2[C:9]/1=[CH:8][CH:7]=[CH:6][CH:5]=2.C[Si]([C:29]#[N:30])(C)C.C(=O)([O-])[O-].[K+].[K+]. Product: [C:29]([C:1]1([NH:10][P:11]([C:19]2[CH:20]=[CH:21][CH:22]=[CH:23][CH:24]=2)([C:13]2[CH:14]=[CH:15][CH:16]=[CH:17][CH:18]=2)=[O:12])[C:9]2[C:4](=[CH:5][CH:6]=[CH:7][CH:8]=2)[CH2:3][CH2:2]1)#[N:30]. The catalyst class is: 3.